From a dataset of Reaction yield outcomes from USPTO patents with 853,638 reactions. Predict the reaction yield, written as a fraction of the theoretical maximum amount of product (1.0 means a 100% yield; for example, 0.34 means a 34% yield). The reactants are [NH2:1][C:2]1[C:9]([O:10][CH3:11])=[C:8]([O:12][CH2:13][CH2:14][CH2:15][N:16]2[CH2:21][CH2:20][O:19][CH2:18][CH2:17]2)[CH:7]=[CH:6][C:3]=1[C:4]#[N:5].[CH2:22](N)[CH2:23][NH2:24].[S]. The catalyst is O. The product is [NH:5]1[CH2:22][CH2:23][N:24]=[C:4]1[C:3]1[C:2]([NH2:1])=[C:9]([O:10][CH3:11])[C:8]([O:12][CH2:13][CH2:14][CH2:15][N:16]2[CH2:17][CH2:18][O:19][CH2:20][CH2:21]2)=[CH:7][CH:6]=1. The yield is 0.430.